Dataset: Forward reaction prediction with 1.9M reactions from USPTO patents (1976-2016). Task: Predict the product of the given reaction. (1) Given the reactants Br[C:2]1[S:3][CH:4]=[C:5]([CH:7]2[O:11][CH2:10][CH2:9][O:8]2)[N:6]=1.C([Li])CCC.CCCCCC.[CH2:23]([Sn:27](Cl)([CH2:32][CH2:33][CH2:34][CH3:35])[CH2:28][CH2:29][CH2:30][CH3:31])[CH2:24][CH2:25][CH3:26], predict the reaction product. The product is: [O:8]1[CH2:9][CH2:10][O:11][CH:7]1[C:5]1[N:6]=[CH:2][S:3][C:4]=1[Sn:27]([CH2:28][CH2:29][CH2:30][CH3:31])([CH2:32][CH2:33][CH2:34][CH3:35])[CH2:23][CH2:24][CH2:25][CH3:26]. (2) Given the reactants [O:1]=[S:2]1(=[O:23])[CH2:6][CH2:5][CH2:4][N:3]1[C:7]1[CH:16]=[C:15]([N:17]2[CH2:21][CH2:20][O:19][C:18]2=[O:22])[CH:14]=[CH:13][C:8]=1[C:9]([O:11]C)=O.[CH3:24][C:25]1[C:26]([N:33]2[CH2:38][CH2:37][NH:36][CH2:35][CH2:34]2)=[N:27][C:28]([CH3:32])=[C:29]([CH3:31])[CH:30]=1, predict the reaction product. The product is: [O:23]=[S:2]1(=[O:1])[CH2:6][CH2:5][CH2:4][N:3]1[C:7]1[CH:16]=[C:15]([N:17]2[CH2:21][CH2:20][O:19][C:18]2=[O:22])[CH:14]=[CH:13][C:8]=1[C:9]([N:36]1[CH2:37][CH2:38][N:33]([C:26]2[C:25]([CH3:24])=[CH:30][C:29]([CH3:31])=[C:28]([CH3:32])[N:27]=2)[CH2:34][CH2:35]1)=[O:11]. (3) Given the reactants [Si](OS(C(F)(F)F)(=O)=O)(C)(C)C.[S:13]1[CH2:18][CH2:17][C:16](=O)[CH2:15][CH2:14]1.[Br:20][C:21]1[CH:22]=[C:23]2[C:27](=[C:28]([C:30]([O:32][CH2:33][CH3:34])=[O:31])[CH:29]=1)[NH:26][CH:25]=[CH:24]2.C([SiH](CC)CC)C, predict the reaction product. The product is: [Br:20][C:21]1[CH:22]=[C:23]2[C:27](=[C:28]([C:30]([O:32][CH2:33][CH3:34])=[O:31])[CH:29]=1)[NH:26][CH:25]=[C:24]2[CH:16]1[CH2:17][CH2:18][S:13][CH2:14][CH2:15]1. (4) Given the reactants [C:1]1([C:7]2[O:8][C:9]([C:15]([F:18])([F:17])[F:16])=[C:10]([C:12]([OH:14])=O)[N:11]=2)[CH:6]=[CH:5][CH:4]=[CH:3][CH:2]=1.[CH3:19][O:20][CH:21]1[CH2:26][CH2:25][CH2:24][N:23]([C:27]2[CH:32]=[CH:31][C:30]([NH2:33])=[CH:29][N:28]=2)[CH2:22]1, predict the reaction product. The product is: [CH3:19][O:20][CH:21]1[CH2:26][CH2:25][CH2:24][N:23]([C:27]2[CH:32]=[CH:31][C:30]([NH:33][C:12]([C:10]3[N:11]=[C:7]([C:1]4[CH:2]=[CH:3][CH:4]=[CH:5][CH:6]=4)[O:8][C:9]=3[C:15]([F:18])([F:17])[F:16])=[O:14])=[CH:29][N:28]=2)[CH2:22]1. (5) Given the reactants [N:1]1([C:7]2[CH:35]=[CH:34][C:10]([C:11]([NH:13][C:14]3[C:15]4[CH:26]=[C:25]([C:27]([O:29]C(C)(C)C)=[O:28])[S:24][C:16]=4[N:17]([C:19]([O:21][CH2:22][CH3:23])=[O:20])[N:18]=3)=[O:12])=[CH:9][CH:8]=2)[CH2:6][CH2:5][O:4][CH2:3][CH2:2]1.[ClH:36], predict the reaction product. The product is: [ClH:36].[CH2:22]([O:21][C:19]([N:17]1[C:16]2[S:24][C:25]([C:27]([OH:29])=[O:28])=[CH:26][C:15]=2[C:14]([NH:13][C:11](=[O:12])[C:10]2[CH:9]=[CH:8][C:7]([N:1]3[CH2:2][CH2:3][O:4][CH2:5][CH2:6]3)=[CH:35][CH:34]=2)=[N:18]1)=[O:20])[CH3:23]. (6) Given the reactants [Br:1][C:2]1[CH:3]=[N:4][C:5]([Cl:11])=[C:6]([CH:10]=1)[C:7](O)=O.S(Cl)(Cl)=O.C[Si]([C:20]#[CH:21])(C)C.C(N(CC)CC)C.Cl.[CH:30]([NH2:32])=[NH:31].O.C(=O)([O-])[O-].[Na+].[Na+], predict the reaction product. The product is: [Br:1][C:2]1[CH:10]=[C:6]([C:7]2[CH:21]=[CH:20][N:32]=[CH:30][N:31]=2)[C:5]([Cl:11])=[N:4][CH:3]=1.